From a dataset of Forward reaction prediction with 1.9M reactions from USPTO patents (1976-2016). Predict the product of the given reaction. (1) The product is: [CH2:24]([C:2]1[CH:7]=[CH:6][C:5]([C:8]2[O:9][C:10]3[CH:16]=[C:15]([CH2:17][OH:18])[CH:14]=[CH:13][C:11]=3[N:12]=2)=[CH:4][C:3]=1[C:19]([F:22])([F:21])[F:20])[CH:25]([CH3:27])[CH3:26]. Given the reactants Cl[C:2]1[CH:7]=[CH:6][C:5]([C:8]2[O:9][C:10]3[CH:16]=[C:15]([CH2:17][OH:18])[CH:14]=[CH:13][C:11]=3[N:12]=2)=[CH:4][C:3]=1[C:19]([F:22])([F:21])[F:20].[Br-].[CH2:24]([Zn+])[CH:25]([CH3:27])[CH3:26].C1COCC1, predict the reaction product. (2) Given the reactants [NH2:1][C:2]1[C:3]2[N:4]([C:8]([C@@H:30]([NH:32][CH3:33])[CH3:31])=[N:9][C:10]=2[C:11]2[CH:29]=[CH:28][C:14]([C:15]([NH:17][C:18]3[CH:23]=[C:22]([C:24]([F:27])([F:26])[F:25])[CH:21]=[CH:20][N:19]=3)=[O:16])=[CH:13][CH:12]=2)[CH:5]=[CH:6][N:7]=1.[C:34]([OH:39])(=O)[C:35]#[C:36][CH3:37], predict the reaction product. The product is: [NH2:1][C:2]1[C:3]2[N:4]([C:8]([C@@H:30]([N:32]([CH3:33])[C:34](=[O:39])[C:35]#[C:36][CH3:37])[CH3:31])=[N:9][C:10]=2[C:11]2[CH:29]=[CH:28][C:14]([C:15]([NH:17][C:18]3[CH:23]=[C:22]([C:24]([F:26])([F:27])[F:25])[CH:21]=[CH:20][N:19]=3)=[O:16])=[CH:13][CH:12]=2)[CH:5]=[CH:6][N:7]=1. (3) The product is: [C:12]([N:4]1[CH2:3][C:2]([CH3:15])([CH3:1])[C:11]2[C:6](=[CH:7][C:8]([S:17]([Cl:16])(=[O:19])=[O:18])=[CH:9][CH:10]=2)[CH2:5]1)(=[O:14])[CH3:13]. Given the reactants [CH3:1][C:2]1([CH3:15])[C:11]2[C:6](=[CH:7][CH:8]=[CH:9][CH:10]=2)[CH2:5][N:4]([C:12](=[O:14])[CH3:13])[CH2:3]1.[Cl:16][S:17](O)(=[O:19])=[O:18].O, predict the reaction product. (4) Given the reactants [Cl:1][C:2]1[CH:3]=[C:4]([NH:19][C:20]2[C:30]3[CH:29]=[C:28]([C:31]([O:33]C)=[O:32])[CH2:27][CH2:26][NH:25][C:24]=3[N:23]=[CH:22][N:21]=2)[CH:5]=[CH:6][C:7]=1[O:8][C:9]1[CH:14]=[CH:13][CH:12]=[C:11]([C:15]([F:18])([F:17])[F:16])[CH:10]=1.[OH-].[Na+].Cl, predict the reaction product. The product is: [Cl:1][C:2]1[CH:3]=[C:4]([NH:19][C:20]2[C:30]3[CH:29]=[C:28]([C:31]([OH:33])=[O:32])[CH2:27][CH2:26][NH:25][C:24]=3[N:23]=[CH:22][N:21]=2)[CH:5]=[CH:6][C:7]=1[O:8][C:9]1[CH:14]=[CH:13][CH:12]=[C:11]([C:15]([F:18])([F:17])[F:16])[CH:10]=1. (5) Given the reactants [CH2:1]([O:3][C:4]([C:6]1[CH:7]=[N:8][N:9]([CH2:11][C:12]#[CH:13])[CH:10]=1)=[O:5])[CH3:2].I[C:15]1[CH:20]=[CH:19][C:18]([CH3:21])=[CH:17][CH:16]=1.C(N(CC)CC)C.CN(C=O)C, predict the reaction product. The product is: [CH2:1]([O:3][C:4]([C:6]1[CH:7]=[N:8][N:9]([CH2:11][C:12]#[C:13][C:15]2[CH:20]=[CH:19][C:18]([CH3:21])=[CH:17][CH:16]=2)[CH:10]=1)=[O:5])[CH3:2]. (6) The product is: [C:1]([O:5][C:6]([N:8]1[CH2:16][C:15]2[C:10](=[CH:11][CH:12]=[C:13]([CH:17]3[CH2:22][CH2:21][CH2:20][O:19][CH2:18]3)[CH:14]=2)[CH2:9]1)=[O:7])([CH3:4])([CH3:2])[CH3:3]. Given the reactants [C:1]([O:5][C:6]([N:8]1[CH2:16][C:15]2[C:10](=[CH:11][CH:12]=[C:13]([C:17]3[CH2:22][CH2:21][CH2:20][O:19][CH:18]=3)[CH:14]=2)[CH2:9]1)=[O:7])([CH3:4])([CH3:3])[CH3:2].C([O-])=O.[NH4+], predict the reaction product.